This data is from Forward reaction prediction with 1.9M reactions from USPTO patents (1976-2016). The task is: Predict the product of the given reaction. (1) Given the reactants [CH3:1][C@@H:2]1[CH2:7][NH:6][CH2:5][C@H:4]([NH:8][C:9](=[O:15])[O:10][C:11]([CH3:14])([CH3:13])[CH3:12])[CH2:3]1.Cl[C:17]1[N:22]=[CH:21][N:20]=[C:19]2[N:23]([CH2:26][O:27][CH2:28][CH2:29][Si:30]([CH3:33])([CH3:32])[CH3:31])[N:24]=[CH:25][C:18]=12.CCN(CC)CC, predict the reaction product. The product is: [CH3:1][C@@H:2]1[CH2:7][N:6]([C:17]2[N:22]=[CH:21][N:20]=[C:19]3[N:23]([CH2:26][O:27][CH2:28][CH2:29][Si:30]([CH3:33])([CH3:32])[CH3:31])[N:24]=[CH:25][C:18]=23)[CH2:5][C@H:4]([NH:8][C:9](=[O:15])[O:10][C:11]([CH3:14])([CH3:13])[CH3:12])[CH2:3]1. (2) Given the reactants FC1C=C(C=C(C(F)(F)F)C=1)[C:5]([N:7]([C:9]1[CH:10]=[N:11][CH:12]=[CH:13][C:14]=1[C:15]1[CH:20]=[CH:19][C:18]([F:21])=[CH:17][C:16]=1[O:22][CH3:23])C)=O.[Cl:31][C:32]1[CH:33]=[C:34]([CH:38]=[C:39]([O:41][CH3:42])[N:40]=1)[C:35]([OH:37])=O, predict the reaction product. The product is: [Cl:31][C:32]1[CH:33]=[C:34]([CH:38]=[C:39]([O:41][CH3:42])[N:40]=1)[C:35]([N:7]([C:9]1[CH:10]=[N:11][CH:12]=[CH:13][C:14]=1[C:15]1[CH:20]=[CH:19][C:18]([F:21])=[CH:17][C:16]=1[O:22][CH3:23])[CH3:5])=[O:37].